Dataset: Reaction yield outcomes from USPTO patents with 853,638 reactions. Task: Predict the reaction yield, written as a fraction of the theoretical maximum amount of product (1.0 means a 100% yield; for example, 0.34 means a 34% yield). (1) The reactants are C([O:8][C:9]1[CH:28]=[C:27]([CH2:29][CH3:30])[CH:26]=[CH:25][C:10]=1[O:11][C:12]1[CH:17]=[CH:16][C:15]([S:18]([NH:21][CH2:22][CH3:23])(=[O:20])=[O:19])=[CH:14][C:13]=1[F:24])C1C=CC=CC=1.O1CCCC1. The catalyst is C(O)C. The product is [CH2:22]([NH:21][S:18]([C:15]1[CH:16]=[CH:17][C:12]([O:11][C:10]2[CH:25]=[CH:26][C:27]([CH2:29][CH3:30])=[CH:28][C:9]=2[OH:8])=[C:13]([F:24])[CH:14]=1)(=[O:19])=[O:20])[CH3:23]. The yield is 0.440. (2) The reactants are C[O:2][C:3](=[O:16])[CH:4]([O:6][C:7]1[CH:12]=[CH:11][C:10]([N+:13]([O-:15])=[O:14])=[CH:9][CH:8]=1)[CH3:5]. The catalyst is Cl. The product is [N+:13]([C:10]1[CH:9]=[CH:8][C:7]([O:6][CH:4]([CH3:5])[C:3]([OH:16])=[O:2])=[CH:12][CH:11]=1)([O-:15])=[O:14]. The yield is 0.853. (3) The reactants are [O:1]=[C:2]1[C:7]([CH2:8][C:9]2[CH:14]=[CH:13][C:12]([C:15]3[C:16]([C:21]#[N:22])=[CH:17][CH:18]=[CH:19][CH:20]=3)=[CH:11][CH:10]=2)=[C:6]([CH2:23][CH2:24][CH3:25])[N:5]2[N:26]=[CH:27][N:28]=[C:4]2[N:3]1[CH:29]1[CH2:34][CH2:33][C:32](=[O:35])[CH2:31][CH2:30]1.[CH3:36][C:37]([CH3:42])([CH2:40]O)[CH2:38][OH:39]. The catalyst is O.C1(C)C=CC(S(O)(=O)=O)=CC=1.C1(C)C=CC=CC=1. The product is [CH3:36][C:37]1([CH3:42])[CH2:38][O:39][C:32]2([CH2:31][CH2:30][CH:29]([N:3]3[C:2](=[O:1])[C:7]([CH2:8][C:9]4[CH:10]=[CH:11][C:12]([C:15]5[C:16]([C:21]#[N:22])=[CH:17][CH:18]=[CH:19][CH:20]=5)=[CH:13][CH:14]=4)=[C:6]([CH2:23][CH2:24][CH3:25])[N:5]4[N:26]=[CH:27][N:28]=[C:4]34)[CH2:34][CH2:33]2)[O:35][CH2:40]1. The yield is 1.00. (4) The reactants are [C:1]([N:4]1[CH2:9][CH2:8][C:7](=O)[CH2:6][CH2:5]1)(=[O:3])[CH3:2].N1CCCCC1.CC1C=CC(S(O)(=O)=O)=CC=1.[Br:28][C:29]1[CH:37]=[CH:36][C:32]([C:33](Cl)=O)=[CH:31][CH:30]=1.Cl.[NH2:39][NH2:40]. The catalyst is C(Cl)Cl.C1C=CC=CC=1. The product is [Br:28][C:29]1[CH:37]=[CH:36][C:32]([C:33]2[C:6]3[CH2:5][N:4]([C:1](=[O:3])[CH3:2])[CH2:9][CH2:8][C:7]=3[NH:40][N:39]=2)=[CH:31][CH:30]=1. The yield is 0.500. (5) The reactants are [H-].[Al+3].[Li+].[H-].[H-].[H-].[CH3:7][N:8]([CH3:24])[C:9](=O)[CH2:10][CH2:11][C:12]1[C:13]2[C:21](=O)[CH2:20][CH2:19][CH2:18][CH2:17][C:14]=2[NH:15][CH:16]=1.[OH-].[Na+].S([O-])([O-])(=O)=O.[Na+].[Na+]. The catalyst is O1CCCC1.O. The product is [NH:15]1[CH:16]=[C:12]([CH2:11][CH2:10][CH2:9][N:8]([CH3:24])[CH3:7])[C:13]2[CH2:21][CH2:20][CH2:19][CH2:18][CH2:17][C:14]1=2. The yield is 0.730.